This data is from Peptide-MHC class II binding affinity with 134,281 pairs from IEDB. The task is: Regression. Given a peptide amino acid sequence and an MHC pseudo amino acid sequence, predict their binding affinity value. This is MHC class II binding data. (1) The peptide sequence is AAESSSKAALTSKLD. The MHC is DRB1_0701 with pseudo-sequence DRB1_0701. The binding affinity (normalized) is 0.279. (2) The peptide sequence is YLFAKDKSGPLQPGV. The MHC is DRB1_0701 with pseudo-sequence DRB1_0701. The binding affinity (normalized) is 0.432. (3) The peptide sequence is RLGKEFIRCLALPFR. The MHC is DRB1_0404 with pseudo-sequence DRB1_0404. The binding affinity (normalized) is 0.770. (4) The peptide sequence is RTFVATFGAASNKAF. The MHC is DRB3_0101 with pseudo-sequence DRB3_0101. The binding affinity (normalized) is 0.503. (5) The peptide sequence is DGYFLKIKVTAASPM. The MHC is DRB3_0101 with pseudo-sequence DRB3_0101. The binding affinity (normalized) is 0.411.